Dataset: Full USPTO retrosynthesis dataset with 1.9M reactions from patents (1976-2016). Task: Predict the reactants needed to synthesize the given product. (1) Given the product [F:35][C:32]1[CH:31]=[CH:30][C:29]([CH2:28][C:14]2[C:11]3[C:12](=[O:13])[N:7]([CH2:6][CH2:5][CH2:4][OH:3])[C:8](=[O:37])[N:9]([CH3:36])[C:10]=3[N:17]=[CH:16][C:15]=2[O:18][C:19]2[CH:24]=[CH:23][CH:22]=[CH:21][C:20]=2[CH:25]([CH3:26])[CH3:27])=[CH:34][CH:33]=1, predict the reactants needed to synthesize it. The reactants are: C([O:3][CH2:4][CH2:5][CH2:6][N:7]1[C:12](=[O:13])[C:11]2[C:14]([CH2:28][C:29]3[CH:34]=[CH:33][C:32]([F:35])=[CH:31][CH:30]=3)=[C:15]([O:18][C:19]3[CH:24]=[CH:23][CH:22]=[CH:21][C:20]=3[CH:25]([CH3:27])[CH3:26])[CH:16]=[N:17][C:10]=2[N:9]([CH3:36])[C:8]1=[O:37])=O.O[Li].O. (2) Given the product [CH3:27][O:28][C:29]1[C:30]([N+:38]([O-:40])=[O:39])=[C:31]([NH2:3])[CH:35]=[CH:36][CH:37]=1, predict the reactants needed to synthesize it. The reactants are: C([N:3](CC)CC)C.P(N=[N+]=[N-])(OC1C=CC=CC=1)(OC1C=CC=CC=1)=O.[CH3:27][O:28][C:29]1[C:30]([N+:38]([O-:40])=[O:39])=[C:31]([CH:35]=[CH:36][CH:37]=1)C(O)=O.O. (3) Given the product [C:16]([O:20][C:21]([N:23]1[CH2:28][CH2:27][CH2:26][CH2:25][CH:24]1[CH2:29][CH2:30][NH:31][CH2:11][C:10]1[CH:13]=[CH:14][CH:15]=[C:8]([C:6]2[CH:5]=[CH:4][N:3]=[C:2]([Cl:1])[N:7]=2)[CH:9]=1)=[O:22])([CH3:19])([CH3:18])[CH3:17], predict the reactants needed to synthesize it. The reactants are: [Cl:1][C:2]1[N:7]=[C:6]([C:8]2[CH:9]=[C:10]([CH:13]=[CH:14][CH:15]=2)[CH:11]=O)[CH:5]=[CH:4][N:3]=1.[C:16]([O:20][C:21]([N:23]1[CH2:28][CH2:27][CH2:26][CH2:25][CH:24]1[CH2:29][CH2:30][NH2:31])=[O:22])([CH3:19])([CH3:18])[CH3:17]. (4) Given the product [ClH:30].[OH:23][NH:22][C:20]([C:14]1[CH:13]=[C:12]2[C:17]([CH2:18][CH2:19][N:10]([C:8](=[O:9])[CH2:7][C:2]3[CH:3]=[CH:4][CH:5]=[CH:6][N:1]=3)[CH2:11]2)=[CH:16][CH:15]=1)=[O:21], predict the reactants needed to synthesize it. The reactants are: [N:1]1[CH:6]=[CH:5][CH:4]=[CH:3][C:2]=1[CH2:7][C:8]([N:10]1[CH2:19][CH2:18][C:17]2[C:12](=[CH:13][C:14]([C:20]([NH:22][O:23]C3CCCCO3)=[O:21])=[CH:15][CH:16]=2)[CH2:11]1)=[O:9].[ClH:30]. (5) Given the product [Cl:13][C:14]1[N:22]=[C:21]2[C:17]([N:18]=[CH:19][N:20]2[CH:23]2[CH2:28][CH2:27][CH2:26][CH2:25][O:24]2)=[C:16]([NH:5][C@H:3]([CH3:4])[C:2]([CH3:7])([CH3:6])[CH3:1])[N:15]=1, predict the reactants needed to synthesize it. The reactants are: [CH3:1][C:2]([CH3:7])([CH3:6])[C@H:3]([NH2:5])[CH3:4].C1(N)CCC1.[Cl:13][C:14]1[N:22]=[C:21]2[C:17]([N:18]=[CH:19][N:20]2[CH:23]2[CH2:28][CH2:27][CH2:26][CH2:25][O:24]2)=[C:16](Cl)[N:15]=1.ClC1N=C(NC2C=C(NS(C)(=O)=O)C=CC=2)N=C2C=1N=CN2. (6) Given the product [N:15]1([C:12]2[CH:13]=[CH:14][C:9]([OH:8])=[CH:10][CH:11]=2)[CH:19]=[CH:18][N:17]=[N:16]1, predict the reactants needed to synthesize it. The reactants are: C([O:8][C:9]1[CH:14]=[CH:13][C:12]([N:15]2[CH:19]=[CH:18][N:17]=[N:16]2)=[CH:11][CH:10]=1)C1C=CC=CC=1. (7) Given the product [CH3:15][C:16]([CH3:20])([CH2:19][N:25]1[CH2:26][CH2:27][N:22]([CH3:21])[CH2:23][CH2:24]1)[C:17]([N:7]1[CH2:6][CH2:5][N:4]([C:8]2[CH:13]=[CH:12][C:11]([F:14])=[CH:10][CH:9]=2)[CH2:3][CH2:2]1)=[O:18], predict the reactants needed to synthesize it. The reactants are: Br[CH:2]1[NH:7][CH2:6][CH2:5][N:4]([C:8]2[CH:13]=[CH:12][C:11]([F:14])=[CH:10][CH:9]=2)[CH2:3]1.[CH3:15][C:16]([CH3:20])([CH3:19])[CH:17]=[O:18].[CH3:21][N:22]1[CH2:27][CH2:26][NH:25][CH2:24][CH2:23]1. (8) The reactants are: [Br:1][C:2]1[N:3]2[C:8]3[N:9]4[CH2:38][CH2:37][C:12]([CH3:39])([O:13][CH2:14][CH2:15][CH2:16][CH2:17][C@H:18]([CH3:36])[O:19][C:20]5[CH:21]=[C:22]([CH3:35])[C:23]([F:34])=[CH:24][C:25]=5[C:26]5[CH:33]=[C:30]([C:31]=1[N:32]=[C:4]2[CH:5]=[C:6]([CH3:50])[C:7]=3[C@H:40]([O:45][C:46]([CH3:49])([CH3:48])[CH3:47])[C:41]([O:43]C)=[O:42])[CH:29]=[CH:28][CH:27]=5)[CH2:11][CH2:10]4.C(O[C@@H](C1C(C)=CC2=NC3=CN2C=1N1CCC(C)(OCC=CC[C@H](C)OC2C=C(F)C=CC=2C2C=C3C=CC=2)CC1)C(O)=O)(C)(C)C. Given the product [Br:1][C:2]1[N:3]2[C:8]3[N:9]4[CH2:10][CH2:11][C:12]([CH3:39])([O:13][CH2:14][CH2:15][CH2:16][CH2:17][C@H:18]([CH3:36])[O:19][C:20]5[CH:21]=[C:22]([CH3:35])[C:23]([F:34])=[CH:24][C:25]=5[C:26]5[CH:33]=[C:30]([C:31]=1[N:32]=[C:4]2[CH:5]=[C:6]([CH3:50])[C:7]=3[C@H:40]([O:45][C:46]([CH3:49])([CH3:48])[CH3:47])[C:41]([OH:43])=[O:42])[CH:29]=[CH:28][CH:27]=5)[CH2:37][CH2:38]4, predict the reactants needed to synthesize it. (9) Given the product [C:10]([CH:9]([C:6]1[CH:7]=[CH:8][C:3]([O:2][CH3:1])=[CH:4][CH:5]=1)[C:12]1([OH:18])[CH2:17][CH2:16][CH2:15][CH2:14][CH2:13]1)#[N:11], predict the reactants needed to synthesize it. The reactants are: [CH3:1][O:2][C:3]1[CH:8]=[CH:7][C:6]([CH2:9][C:10]#[N:11])=[CH:5][CH:4]=1.[C:12]1(=[O:18])[CH2:17][CH2:16][CH2:15][CH2:14][CH2:13]1.N12CCCNC1=NCCC2.Cl.